Dataset: Full USPTO retrosynthesis dataset with 1.9M reactions from patents (1976-2016). Task: Predict the reactants needed to synthesize the given product. (1) Given the product [C:1]([O:5][C:6](=[O:24])[NH:7][C:8]1[CH:13]=[CH:12][C:11]([C:14]2[N:15]=[C:16]3[NH:25][N:26]=[C:20]([CH3:21])[C:17]3=[N:18][CH:19]=2)=[CH:10][CH:9]=1)([CH3:4])([CH3:3])[CH3:2], predict the reactants needed to synthesize it. The reactants are: [C:1]([O:5][C:6](=[O:24])[NH:7][C:8]1[CH:13]=[CH:12][C:11]([C:14]2[CH:19]=[N:18][C:17]([C:20](=O)[CH3:21])=[C:16](Cl)[N:15]=2)=[CH:10][CH:9]=1)([CH3:4])([CH3:3])[CH3:2].[NH2:25][NH2:26]. (2) Given the product [Cl:1][C:2]1[CH:7]=[CH:6][C:5]([C@@:8]2([CH2:35][CH3:36])[C@@H:12]([C:13]3[CH:14]=[CH:15][C:16]([Cl:19])=[CH:17][CH:18]=3)[N:11]([C:20]([N:48]3[CH2:49][CH2:50][N:45]([CH2:44][C:43]([N:37]4[CH2:38][CH2:39][O:40][CH2:41][CH2:42]4)=[O:51])[CH2:46][CH2:47]3)=[O:21])[C:10]([C:23]3[CH:28]=[CH:27][C:26]([O:29][CH3:30])=[CH:25][C:24]=3[O:31][CH:32]([CH3:34])[CH3:33])=[N:9]2)=[CH:4][CH:3]=1, predict the reactants needed to synthesize it. The reactants are: [Cl:1][C:2]1[CH:7]=[CH:6][C:5]([C:8]2([CH2:35][CH3:36])[CH:12]([C:13]3[CH:18]=[CH:17][C:16]([Cl:19])=[CH:15][CH:14]=3)[N:11]([C:20](Cl)=[O:21])[C:10]([C:23]3[CH:28]=[CH:27][C:26]([O:29][CH3:30])=[CH:25][C:24]=3[O:31][CH:32]([CH3:34])[CH3:33])=[N:9]2)=[CH:4][CH:3]=1.[N:37]1([C:43](=[O:51])[CH2:44][N:45]2[CH2:50][CH2:49][NH:48][CH2:47][CH2:46]2)[CH2:42][CH2:41][O:40][CH2:39][CH2:38]1. (3) Given the product [OH:29][C@@H:24]1[CH2:25][CH2:26][CH2:27][CH2:28][C@H:23]1[N:20]1[CH2:19][C:12]2[C:13]3[CH:14]=[CH:15][CH:16]=[CH:17][C:18]=3[C:9]([CH2:8][C:5]3[CH:6]=[N:7][C:2]([N:30]4[CH:34]=[CH:33][CH:32]=[N:31]4)=[CH:3][CH:4]=3)=[N:10][C:11]=2[C:21]1=[O:22], predict the reactants needed to synthesize it. The reactants are: Cl[C:2]1[N:7]=[CH:6][C:5]([CH2:8][C:9]2[C:18]3[CH:17]=[CH:16][CH:15]=[CH:14][C:13]=3[C:12]3[CH2:19][N:20]([C@@H:23]4[CH2:28][CH2:27][CH2:26][CH2:25][C@H:24]4[OH:29])[C:21](=[O:22])[C:11]=3[N:10]=2)=[CH:4][CH:3]=1.[NH:30]1[CH:34]=[CH:33][CH:32]=[N:31]1.C(=O)([O-])[O-].[Cs+].[Cs+].CN[C@@H]1CCCC[C@H]1NC.